This data is from Full USPTO retrosynthesis dataset with 1.9M reactions from patents (1976-2016). The task is: Predict the reactants needed to synthesize the given product. The reactants are: [Cl:1][C:2]1[CH:3]=[C:4]2[C:10]([C:11]3[N:16]=[C:15]([NH:17][C@H:18]4[CH2:23][CH2:22][CH2:21][C@@:20]([CH2:25][C:26](O)=[O:27])([OH:24])[CH2:19]4)[C:14]([F:29])=[CH:13][N:12]=3)=[CH:9][NH:8][C:5]2=[N:6][CH:7]=1.[CH3:30][N:31](C(ON1N=NC2C=CC=NC1=2)=[N+](C)C)C.F[P-](F)(F)(F)(F)F.CN.CCN(C(C)C)C(C)C. Given the product [Cl:1][C:2]1[CH:3]=[C:4]2[C:10]([C:11]3[N:16]=[C:15]([NH:17][C@H:18]4[CH2:23][CH2:22][CH2:21][C@@:20]([CH2:25][C:26]([NH:31][CH3:30])=[O:27])([OH:24])[CH2:19]4)[C:14]([F:29])=[CH:13][N:12]=3)=[CH:9][NH:8][C:5]2=[N:6][CH:7]=1, predict the reactants needed to synthesize it.